This data is from NCI-60 drug combinations with 297,098 pairs across 59 cell lines. The task is: Regression. Given two drug SMILES strings and cell line genomic features, predict the synergy score measuring deviation from expected non-interaction effect. (1) Drug 1: C1=CN(C(=O)N=C1N)C2C(C(C(O2)CO)O)O.Cl. Drug 2: CCN(CC)CCNC(=O)C1=C(NC(=C1C)C=C2C3=C(C=CC(=C3)F)NC2=O)C. Cell line: HS 578T. Synergy scores: CSS=15.9, Synergy_ZIP=-1.32, Synergy_Bliss=-1.41, Synergy_Loewe=-2.83, Synergy_HSA=0.0199. (2) Drug 1: CC12CCC(CC1=CCC3C2CCC4(C3CC=C4C5=CN=CC=C5)C)O. Drug 2: CCCS(=O)(=O)NC1=C(C(=C(C=C1)F)C(=O)C2=CNC3=C2C=C(C=N3)C4=CC=C(C=C4)Cl)F. Cell line: NCIH23. Synergy scores: CSS=-0.253, Synergy_ZIP=4.06, Synergy_Bliss=1.65, Synergy_Loewe=-7.45, Synergy_HSA=-4.61. (3) Drug 1: CC1=C2C(C(=O)C3(C(CC4C(C3C(C(C2(C)C)(CC1OC(=O)C(C(C5=CC=CC=C5)NC(=O)OC(C)(C)C)O)O)OC(=O)C6=CC=CC=C6)(CO4)OC(=O)C)OC)C)OC. Drug 2: C(CCl)NC(=O)N(CCCl)N=O. Cell line: OVCAR-5. Synergy scores: CSS=53.3, Synergy_ZIP=9.76, Synergy_Bliss=9.01, Synergy_Loewe=-23.1, Synergy_HSA=8.09. (4) Drug 1: CCC(=C(C1=CC=CC=C1)C2=CC=C(C=C2)OCCN(C)C)C3=CC=CC=C3.C(C(=O)O)C(CC(=O)O)(C(=O)O)O. Drug 2: CC(C)CN1C=NC2=C1C3=CC=CC=C3N=C2N. Cell line: MDA-MB-435. Synergy scores: CSS=1.13, Synergy_ZIP=3.31, Synergy_Bliss=6.90, Synergy_Loewe=1.06, Synergy_HSA=1.03. (5) Drug 1: C1=C(C(=O)NC(=O)N1)N(CCCl)CCCl. Drug 2: C1=NC2=C(N1)C(=S)N=C(N2)N. Cell line: DU-145. Synergy scores: CSS=36.4, Synergy_ZIP=0.788, Synergy_Bliss=-0.0702, Synergy_Loewe=-0.299, Synergy_HSA=4.36. (6) Drug 1: C1CCC(C(C1)[NH-])[NH-].C(=O)(C(=O)[O-])[O-].[Pt+4]. Drug 2: CNC(=O)C1=NC=CC(=C1)OC2=CC=C(C=C2)NC(=O)NC3=CC(=C(C=C3)Cl)C(F)(F)F. Cell line: NCIH23. Synergy scores: CSS=46.2, Synergy_ZIP=-6.63, Synergy_Bliss=-10.4, Synergy_Loewe=-13.5, Synergy_HSA=-4.54. (7) Drug 1: C1=C(C(=O)NC(=O)N1)N(CCCl)CCCl. Drug 2: C1CNP(=O)(OC1)N(CCCl)CCCl. Cell line: NCI-H226. Synergy scores: CSS=11.5, Synergy_ZIP=2.12, Synergy_Bliss=5.03, Synergy_Loewe=-8.91, Synergy_HSA=1.56. (8) Drug 1: C1CN1P(=S)(N2CC2)N3CC3. Drug 2: CN(C(=O)NC(C=O)C(C(C(CO)O)O)O)N=O. Cell line: SNB-19. Synergy scores: CSS=3.85, Synergy_ZIP=-3.29, Synergy_Bliss=2.57, Synergy_Loewe=-8.28, Synergy_HSA=2.37.